This data is from Reaction yield outcomes from USPTO patents with 853,638 reactions. The task is: Predict the reaction yield, written as a fraction of the theoretical maximum amount of product (1.0 means a 100% yield; for example, 0.34 means a 34% yield). The reactants are Cl[C:2]1[N:3]=[N:4][C:5](Cl)=[CH:6][C:7]=1[N:8]1[CH:12]=[C:11]([C:13]2[C:21]3[C:16](=[CH:17][C:18]([F:22])=[CH:19][CH:20]=3)[N:15]([S:23]([C:26]3[CH:31]=[CH:30][CH:29]=[CH:28][CH:27]=3)(=[O:25])=[O:24])[CH:14]=2)[CH:10]=[N:9]1. The catalyst is CO.[Pd]. The product is [F:22][C:18]1[CH:17]=[C:16]2[C:21]([C:13]([C:11]3[CH:10]=[N:9][N:8]([C:7]4[CH:6]=[CH:5][N:4]=[N:3][CH:2]=4)[CH:12]=3)=[CH:14][N:15]2[S:23]([C:26]2[CH:27]=[CH:28][CH:29]=[CH:30][CH:31]=2)(=[O:24])=[O:25])=[CH:20][CH:19]=1. The yield is 0.640.